The task is: Predict the reactants needed to synthesize the given product.. This data is from Full USPTO retrosynthesis dataset with 1.9M reactions from patents (1976-2016). (1) Given the product [CH2:28]([O:30][C:31](=[O:48])[CH2:32][C:33]1[CH:38]=[CH:37][CH:36]=[CH:35][C:34]=1[C:23]1[CH:24]=[CH:25][C:20]([C:19]2[O:18][N:17]=[C:16]([CH3:27])[C:15]=2[NH:14][CH:12]([CH3:13])[CH2:11][CH2:10][C:8]2[CH:7]=[CH:6][C:5]3[O:1][CH2:2][O:3][C:4]=3[CH:9]=2)=[CH:21][CH:22]=1)[CH3:29], predict the reactants needed to synthesize it. The reactants are: [O:1]1[C:5]2[CH:6]=[CH:7][C:8]([CH2:10][CH2:11][CH:12]([NH:14][C:15]3[C:16]([CH3:27])=[N:17][O:18][C:19]=3[C:20]3[CH:25]=[CH:24][C:23](Br)=[CH:22][CH:21]=3)[CH3:13])=[CH:9][C:4]=2[O:3][CH2:2]1.[CH2:28]([O:30][C:31](=[O:48])[CH2:32][C:33]1[CH:38]=[CH:37][CH:36]=[CH:35][C:34]=1B1OC(C)(C)C(C)(C)O1)[CH3:29]. (2) The reactants are: [CH:1]1([CH2:4][O:5][NH:6][C:7]([C:9]2[C:27]([NH:28][C:29]3[CH:34]=[CH:33][C:32]([Br:35])=[CH:31][C:30]=3[CH3:36])=[C:26]([F:37])[C:12]3[N:13]=[CH:14][N:15]([CH2:16][CH2:17][CH2:18][CH2:19][N:20]4[CH2:25][CH2:24][S:23][CH2:22][CH2:21]4)[C:11]=3[CH:10]=2)=[O:8])[CH2:3][CH2:2]1.[OH2:38].CC(C)=O.C[OH:44].C[N+]1([O-])CCOCC1. Given the product [CH:1]1([CH2:4][O:5][NH:6][C:7]([C:9]2[C:27]([NH:28][C:29]3[CH:34]=[CH:33][C:32]([Br:35])=[CH:31][C:30]=3[CH3:36])=[C:26]([F:37])[C:12]3[N:13]=[CH:14][N:15]([CH2:16][CH2:17][CH2:18][CH2:19][N:20]4[CH2:25][CH2:24][S:23](=[O:44])(=[O:38])[CH2:22][CH2:21]4)[C:11]=3[CH:10]=2)=[O:8])[CH2:3][CH2:2]1, predict the reactants needed to synthesize it. (3) Given the product [CH2:70]([NH:78][C:2]1[N:7]=[C:6]([NH:78][CH2:70][CH2:71][CH2:72][CH2:73][CH2:74][CH2:75][CH2:76][CH3:77])[N:5]=[C:4]([NH:9][C:10]2[CH:69]=[CH:68][C:13]([O:14][CH2:15][C:16]([CH2:51][O:52][C:53]3[CH:58]=[CH:57][C:56]([NH:59][C:60]4[N:65]=[C:64]([NH:78][CH2:70][CH2:71][CH2:72][CH2:73][CH2:74][CH2:75][CH2:76][CH3:77])[N:63]=[C:62]([NH:78][CH2:70][CH2:71][CH2:72][CH2:73][CH2:74][CH2:75][CH2:76][CH3:77])[N:61]=4)=[CH:55][CH:54]=3)([CH2:34][O:35][C:36]3[CH:41]=[CH:40][C:39]([NH:42][C:43]4[N:48]=[C:47]([NH:78][CH2:70][CH2:71][CH2:72][CH2:73][CH2:74][CH2:75][CH2:76][CH3:77])[N:46]=[C:45]([NH:78][CH2:70][CH2:71][CH2:72][CH2:73][CH2:74][CH2:75][CH2:76][CH3:77])[N:44]=4)=[CH:38][CH:37]=3)[CH2:17][O:18][C:19]3[CH:24]=[CH:23][C:22]([NH:25][C:26]4[N:31]=[C:30]([NH:78][CH2:70][CH2:71][CH2:72][CH2:73][CH2:74][CH2:75][CH2:76][CH3:77])[N:29]=[C:28]([NH:78][CH2:70][CH2:71][CH2:72][CH2:73][CH2:74][CH2:75][CH2:76][CH3:77])[N:27]=4)=[CH:21][CH:20]=3)=[CH:12][CH:11]=2)[N:3]=1)[CH2:71][CH2:72][CH2:73][CH2:74][CH2:75][CH2:76][CH3:77], predict the reactants needed to synthesize it. The reactants are: Cl[C:2]1[N:7]=[C:6](Cl)[N:5]=[C:4]([NH:9][C:10]2[CH:69]=[CH:68][C:13]([O:14][CH2:15][C:16]([CH2:51][O:52][C:53]3[CH:58]=[CH:57][C:56]([NH:59][C:60]4[N:65]=[C:64](Cl)[N:63]=[C:62](Cl)[N:61]=4)=[CH:55][CH:54]=3)([CH2:34][O:35][C:36]3[CH:41]=[CH:40][C:39]([NH:42][C:43]4[N:48]=[C:47](Cl)[N:46]=[C:45](Cl)[N:44]=4)=[CH:38][CH:37]=3)[CH2:17][O:18][C:19]3[CH:24]=[CH:23][C:22]([NH:25][C:26]4[N:31]=[C:30](Cl)[N:29]=[C:28](Cl)[N:27]=4)=[CH:21][CH:20]=3)=[CH:12][CH:11]=2)[N:3]=1.[CH2:70]([NH2:78])[CH2:71][CH2:72][CH2:73][CH2:74][CH2:75][CH2:76][CH3:77].[OH-].[Na+].CO. (4) Given the product [O:38]=[S:2]1(=[O:1])[C:6]2[CH:7]=[CH:8][C:9]([C:11]3[CH:12]=[C:13]([C:18]4[C:19]([C:31]5[CH:36]=[CH:35][CH:34]=[C:33]([CH3:37])[N:32]=5)=[N:20][NH:21][CH:22]=4)[CH:14]=[CH:15][C:16]=3[F:17])=[CH:10][C:5]=2[CH2:4][CH2:3]1, predict the reactants needed to synthesize it. The reactants are: [O:1]=[S:2]1(=[O:38])[C:6]2[CH:7]=[CH:8][C:9]([C:11]3[CH:12]=[C:13]([C:18]4[C:19]([C:31]5[CH:36]=[CH:35][CH:34]=[C:33]([CH3:37])[N:32]=5)=[N:20][N:21](COCC[Si](C)(C)C)[CH:22]=4)[CH:14]=[CH:15][C:16]=3[F:17])=[CH:10][C:5]=2[CH:4]=[CH:3]1. (5) Given the product [Cl:1][C:2]1[CH:11]=[C:10]2[C:5]([C:6](=[O:29])[C:7]([CH2:18][NH:19][C:20]([NH:22][CH:23]3[CH2:28][CH2:27][N:26]([S:31]([CH3:30])(=[O:33])=[O:32])[CH2:25][CH2:24]3)=[O:21])=[CH:8][N:9]2[C:12]2[CH:13]=[CH:14][CH:15]=[CH:16][CH:17]=2)=[CH:4][CH:3]=1, predict the reactants needed to synthesize it. The reactants are: [Cl:1][C:2]1[CH:11]=[C:10]2[C:5]([C:6](=[O:29])[C:7]([CH2:18][NH:19][C:20]([NH:22][CH:23]3[CH2:28][CH2:27][NH:26][CH2:25][CH2:24]3)=[O:21])=[CH:8][N:9]2[C:12]2[CH:17]=[CH:16][CH:15]=[CH:14][CH:13]=2)=[CH:4][CH:3]=1.[CH3:30][S:31](Cl)(=[O:33])=[O:32]. (6) Given the product [C:1]1([C:19]2[CH:20]=[CH:21][CH:22]=[CH:23][CH:24]=2)[CH:6]=[CH:5][CH:4]=[C:3]([C:7]2[CH:8]=[C:9]([N+:16]([O-:18])=[O:17])[CH:10]=[C:11]3[C:15]=2[N:14]([CH3:25])[CH:13]=[CH:12]3)[CH:2]=1, predict the reactants needed to synthesize it. The reactants are: [C:1]1([C:19]2[CH:24]=[CH:23][CH:22]=[CH:21][CH:20]=2)[CH:6]=[CH:5][CH:4]=[C:3]([C:7]2[CH:8]=[C:9]([N+:16]([O-:18])=[O:17])[CH:10]=[C:11]3[C:15]=2[NH:14][CH:13]=[CH:12]3)[CH:2]=1.[CH3:25]I.[H-].[Na+].O. (7) Given the product [OH:19][C:7]1[C:6]([C:4]([OH:5])=[O:3])=[CH:15][N:14]=[C:13]2[C:8]=1[CH:9]=[CH:10][C:11]([C:16]([OH:18])=[O:17])=[N:12]2, predict the reactants needed to synthesize it. The reactants are: C([O:3][C:4]([C:6]1[C:7]([OH:19])=[C:8]2[C:13](=[N:14][CH:15]=1)[N:12]=[C:11]([C:16]([OH:18])=[O:17])[CH:10]=[CH:9]2)=[O:5])C.[OH-].[K+].Cl.